Dataset: Forward reaction prediction with 1.9M reactions from USPTO patents (1976-2016). Task: Predict the product of the given reaction. (1) Given the reactants [F:1][C:2]1[CH:7]=[C:6]([C:8]([F:11])([F:10])[F:9])[CH:5]=[CH:4][C:3]=1[C:12]1[C:13]2[CH2:20][CH2:19][CH:18]([CH2:21][C:22](N(C)C)=[O:23])[C:14]=2[CH:15]=[N:16][CH:17]=1.[CH3:27][C@H:28]1[CH2:32][CH2:31][CH2:30][NH:29]1, predict the reaction product. The product is: [F:1][C:2]1[CH:7]=[C:6]([C:8]([F:11])([F:10])[F:9])[CH:5]=[CH:4][C:3]=1[C:12]1[C:13]2[CH2:20][CH2:19][CH:18]([CH2:21][C:22]([N:29]3[CH2:30][CH2:31][CH2:32][C@@H:28]3[CH3:27])=[O:23])[C:14]=2[CH:15]=[N:16][CH:17]=1. (2) Given the reactants Cl.Cl.[C:3]([C:7]1[CH:12]=[CH:11][CH:10]=[CH:9][C:8]=1[N:13]1[CH2:18][CH2:17][NH:16][CH2:15][CH2:14]1)([CH3:6])([CH3:5])[CH3:4].[CH3:19][C:20]1[NH:21][CH:22]=[C:23]([C:25](O)=[O:26])[N:24]=1.C(N(CC)CC)C.CCN=C=NCCCN(C)C.C1C=CC2N(O)N=NC=2C=1.C([O-])(O)=O.[Na+], predict the reaction product. The product is: [C:3]([C:7]1[CH:12]=[CH:11][CH:10]=[CH:9][C:8]=1[N:13]1[CH2:18][CH2:17][N:16]([C:25]([C:23]2[N:24]=[C:20]([CH3:19])[NH:21][CH:22]=2)=[O:26])[CH2:15][CH2:14]1)([CH3:6])([CH3:4])[CH3:5].